Task: Predict the product of the given reaction.. Dataset: Forward reaction prediction with 1.9M reactions from USPTO patents (1976-2016) (1) Given the reactants I[C:2]1[CH:3]=[C:4]([CH:12]=[O:13])[C:5]2[O:9][C:8]([CH3:10])=[CH:7][C:6]=2[CH:11]=1.[CH3:14][S:15][CH2:16][C:17]#[CH:18], predict the reaction product. The product is: [CH3:10][C:8]1[O:9][C:5]2[C:4]([CH:12]=[O:13])=[CH:3][C:2]([C:18]#[C:17][CH2:16][S:15][CH3:14])=[CH:11][C:6]=2[CH:7]=1. (2) Given the reactants [CH2:1]([O:5][C:6]1[C:14]([C:15]2[CH:20]=[C:19]([C:21]([F:24])([F:23])[F:22])[CH:18]=[CH:17][C:16]=2[F:25])=[CH:13][C:9]([C:10]([OH:12])=O)=[CH:8][N:7]=1)[CH2:2][CH2:3][CH3:4].CN(C(ON1N=NC2C=CC=CC1=2)=[N+](C)C)C.[B-](F)(F)(F)F.C(N(CC)C(C)C)(C)C.[NH2:57][C@@H:58]1[CH2:63][CH2:62][CH2:61][CH2:60][C@H:59]1[OH:64], predict the reaction product. The product is: [CH2:1]([O:5][C:6]1[C:14]([C:15]2[CH:20]=[C:19]([C:21]([F:23])([F:24])[F:22])[CH:18]=[CH:17][C:16]=2[F:25])=[CH:13][C:9]([C:10]([NH:57][C@@H:58]2[CH2:63][CH2:62][CH2:61][CH2:60][C@H:59]2[OH:64])=[O:12])=[CH:8][N:7]=1)[CH2:2][CH2:3][CH3:4]. (3) The product is: [NH2:28][C:33]1[C:32]([C:19]#[N:20])=[C:31]([C:30]2[CH:4]=[C:3]([O:2][CH3:1])[C:10]([O:11][CH3:12])=[C:9]([O:13][CH3:14])[CH:29]=2)[C:24]([C:22]#[N:23])=[C:25]([S:26][CH3:34])[N:27]=1. Given the reactants [CH3:1][O:2][C:3]1[CH:4]=C(C=[C:9]([O:13][CH3:14])[C:10]=1[O:11][CH3:12])C=O.C(#N)C(C[C:19]#[N:20])O.[C:22]([CH2:24][C:25]([NH2:27])=[S:26])#[N:23].[NH:28]1[CH2:33][CH2:32][CH2:31][CH2:30][CH2:29]1.[CH3:34]I.C[O-].[Na+], predict the reaction product. (4) Given the reactants [CH:1]1([CH2:4][N:5]([S:18]([C:21]2[S:22][CH:23]=[CH:24][CH:25]=2)(=[O:20])=[O:19])[C:6]2[CH:7]=[CH:8][CH:9]=[C:10]3[C:14]=2[NH:13][C:12]([C:15]([NH2:17])=O)=[CH:11]3)[CH2:3][CH2:2]1.COC1C=CC(P2(SP(C3C=CC(OC)=CC=3)(=S)S2)=[S:35])=CC=1, predict the reaction product. The product is: [CH:1]1([CH2:4][N:5]([S:18]([C:21]2[S:22][CH:23]=[CH:24][CH:25]=2)(=[O:20])=[O:19])[C:6]2[CH:7]=[CH:8][CH:9]=[C:10]3[C:14]=2[NH:13][C:12]([C:15](=[S:35])[NH2:17])=[CH:11]3)[CH2:3][CH2:2]1. (5) Given the reactants Br[C:2]1[CH:7]=[CH:6][CH:5]=[CH:4][C:3]=1[S:8][CH3:9].[C:10]([C:13]1[CH:18]=[CH:17][C:16](B(O)O)=[CH:15][CH:14]=1)([OH:12])=[O:11].C(=O)([O-])[O-].[K+].[K+], predict the reaction product. The product is: [CH3:9][S:8][C:3]1[CH:4]=[CH:5][CH:6]=[CH:7][C:2]=1[C:16]1[CH:17]=[CH:18][C:13]([C:10]([OH:12])=[O:11])=[CH:14][CH:15]=1. (6) Given the reactants [O:1]=[C:2]1[C@H:9]2[C@H:4]([CH2:5][CH2:6][CH2:7][CH2:8]2)[N:3]1[C:10]([O:12][C:13]([CH3:16])([CH3:15])[CH3:14])=[O:11].[NH3:17], predict the reaction product. The product is: [C:2]([C@H:9]1[CH2:8][CH2:7][CH2:6][CH2:5][C@H:4]1[NH:3][C:10](=[O:11])[O:12][C:13]([CH3:16])([CH3:15])[CH3:14])(=[O:1])[NH2:17]. (7) Given the reactants [C:1]([C:3]1[CH:4]=[C:5]([C:10]2[CH:11]=[C:12]([CH:17]=[CH:18][N:19]=2)[C:13]([O:15][CH3:16])=[O:14])[CH:6]=[CH:7][C:8]=1F)#[N:2].[N-:20]=[N+:21]=[N-:22].[Na+], predict the reaction product. The product is: [N:20]([C:8]1[CH:7]=[CH:6][C:5]([C:10]2[CH:11]=[C:12]([CH:17]=[CH:18][N:19]=2)[C:13]([O:15][CH3:16])=[O:14])=[CH:4][C:3]=1[C:1]#[N:2])=[N+:21]=[N-:22]. (8) Given the reactants [CH3:1][S:2]([OH:5])(=[O:4])=[O:3].[Cl:6][C:7]1[C:8]([F:37])=[C:9]([CH:34]=[CH:35][CH:36]=1)[NH:10][C:11]1[C:20]2[C:15](=[CH:16][C:17]([O:32][CH3:33])=[C:18]([O:21][CH:22]3[CH2:27][CH2:26][N:25]([C:28](=[O:31])[CH2:29][OH:30])[CH2:24][CH2:23]3)[CH:19]=2)[N:14]=[CH:13][N:12]=1, predict the reaction product. The product is: [CH3:1][S:2]([OH:5])(=[O:4])=[O:3].[Cl:6][C:7]1[C:8]([F:37])=[C:9]([CH:34]=[CH:35][CH:36]=1)[NH:10][C:11]1[C:20]2[C:15](=[CH:16][C:17]([O:32][CH3:33])=[C:18]([O:21][CH:22]3[CH2:27][CH2:26][N:25]([C:28](=[O:31])[CH2:29][OH:30])[CH2:24][CH2:23]3)[CH:19]=2)[N:14]=[CH:13][N:12]=1.